This data is from Full USPTO retrosynthesis dataset with 1.9M reactions from patents (1976-2016). The task is: Predict the reactants needed to synthesize the given product. Given the product [NH2:1][C:4]1[CH:5]=[CH:6][C:7]([C:10]2([C:13]([O:15][CH3:16])=[O:14])[CH2:12][CH2:11]2)=[CH:8][CH:9]=1, predict the reactants needed to synthesize it. The reactants are: [N+:1]([C:4]1[CH:9]=[CH:8][C:7]([C:10]2([C:13]([O:15][CH3:16])=[O:14])[CH2:12][CH2:11]2)=[CH:6][CH:5]=1)([O-])=O.